Predict the reaction yield, written as a fraction of the theoretical maximum amount of product (1.0 means a 100% yield; for example, 0.34 means a 34% yield). From a dataset of Reaction yield outcomes from USPTO patents with 853,638 reactions. (1) The reactants are [CH2:1]([OH:19])[CH2:2][CH2:3][CH2:4][CH2:5][CH2:6][CH2:7][CH2:8]/[CH:9]=[CH:10]\[CH2:11]/[CH:12]=[CH:13]\[CH2:14][CH2:15][CH2:16][CH2:17][CH3:18].C(N(CC)CC)C.[CH3:27][S:28](Cl)(=[O:30])=[O:29]. The catalyst is C(Cl)Cl. The product is [S:28]([O:19][CH2:1][CH2:2][CH2:3][CH2:4][CH2:5][CH2:6][CH2:7][CH2:8]/[CH:9]=[CH:10]\[CH2:11]/[CH:12]=[CH:13]\[CH2:14][CH2:15][CH2:16][CH2:17][CH3:18])(=[O:30])(=[O:29])[CH3:27]. The yield is 0.970. (2) The yield is 0.800. The catalyst is O.C(O)(=O)C. The reactants are N[C:2]1[CH:7]=[CH:6][C:5]([Cl:8])=[CH:4][C:3]=1[C:9]([C:11]1[C:16]([F:17])=[CH:15][CH:14]=[CH:13][C:12]=1[F:18])=[O:10].N([O-])=O.[Na+].C(OC(C)C)(=O)C.[I-:30].[K+]. The product is [Cl:8][C:5]1[CH:6]=[CH:7][C:2]([I:30])=[C:3]([C:9]([C:11]2[C:16]([F:17])=[CH:15][CH:14]=[CH:13][C:12]=2[F:18])=[O:10])[CH:4]=1. (3) The reactants are [I-].[Cl:2][C:3]1[CH:42]=[N:41][CH:40]=[C:39]([Cl:43])[C:4]=1[C:5]([NH:7][C:8]1[CH:13]=[CH:12][C:11]([CH2:14][C@H:15]([NH:21][C:22]2[C:25]3([CH2:30][CH2:29][CH2:28][CH2:27][CH2:26]3)[C:24](=[O:31])[C:23]=2[C:32]2[CH2:33][N:34]([CH3:38])[CH:35]=[CH:36][CH:37]=2)[C:16]([O:18][CH2:19][CH3:20])=[O:17])=[CH:10][CH:9]=1)=[O:6].[H][H]. The catalyst is CCO.[Pt](=O)=O. The product is [Cl:43][C:39]1[CH:40]=[N:41][CH:42]=[C:3]([Cl:2])[C:4]=1[C:5]([NH:7][C:8]1[CH:13]=[CH:12][C:11]([CH2:14][C@H:15]([NH:21][C:22]2[C:25]3([CH2:26][CH2:27][CH2:28][CH2:29][CH2:30]3)[C:24](=[O:31])[C:23]=2[CH:32]2[CH2:37][CH2:36][CH2:35][N:34]([CH3:38])[CH2:33]2)[C:16]([O:18][CH2:19][CH3:20])=[O:17])=[CH:10][CH:9]=1)=[O:6]. The yield is 1.00. (4) The reactants are [Cl:1][C:2]1[C:3]([C:20]([OH:22])=O)=[C:4]([NH:11][C:12]2[CH:17]=[CH:16][C:15]([I:18])=[CH:14][C:13]=2[F:19])[N:5]2[C:10]=1[CH:9]=[CH:8][N:7]=[CH:6]2.[CH3:23][C:24]1([CH3:32])[O:28][C@@H:27]([CH2:29][O:30][NH2:31])[CH2:26][O:25]1.C1C=CC2N(O)N=NC=2C=1.CCN=C=NCCCN(C)C.Cl.CCN(C(C)C)C(C)C. The catalyst is CN(C=O)C. The product is [CH3:23][C:24]1([CH3:32])[O:28][C@@H:27]([CH2:29][O:30][NH:31][C:20]([C:3]2[C:2]([Cl:1])=[C:10]3[CH:9]=[CH:8][N:7]=[CH:6][N:5]3[C:4]=2[NH:11][C:12]2[CH:17]=[CH:16][C:15]([I:18])=[CH:14][C:13]=2[F:19])=[O:22])[CH2:26][O:25]1. The yield is 0.250. (5) The reactants are CS([O:5][CH2:6][CH:7]1[CH2:16][CH2:15][C:10]2([O:14][CH2:13][CH2:12][O:11]2)[CH2:9][CH2:8]1)(=O)=O.[F:17][C:18]1[CH:23]=[C:22]([S:24]([CH3:27])(=[O:26])=[O:25])[CH:21]=[CH:20][C:19]=1O.C(=O)([O-])[O-].[Cs+].[Cs+]. The catalyst is CN(C=O)C.CCOC(C)=O. The product is [F:17][C:18]1[CH:23]=[C:22]([S:24]([CH3:27])(=[O:26])=[O:25])[CH:21]=[CH:20][C:19]=1[O:5][CH2:6][CH:7]1[CH2:8][CH2:9][C:10]2([O:11][CH2:12][CH2:13][O:14]2)[CH2:15][CH2:16]1. The yield is 0.880. (6) The reactants are [CH:1]1([C:7]2[CH:15]=[CH:14][C:10]([C:11]([OH:13])=[O:12])=[CH:9][CH:8]=2)[CH2:6][CH2:5][CH2:4][CH2:3][CH2:2]1.C(Cl)(=O)C(Cl)=O.O[C:23]1[CH:58]=[CH:57][C:26]([CH2:27][N:28]([CH2:49][C:50]([O:52]C(C)(C)C)=[O:51])[C:29](=[O:48])[C:30]2[CH:35]=[CH:34][C:33]([NH:36][C:37](=[O:47])[CH2:38][C:39]3[CH:44]=[CH:43][C:42]([O:45][CH3:46])=[CH:41][CH:40]=3)=[CH:32][CH:31]=2)=[CH:25][CH:24]=1.C(O)(C(F)(F)F)=O. The catalyst is C(Cl)Cl.CN(C=O)C. The product is [CH:1]1([C:7]2[CH:8]=[CH:9][C:10]([C:11]([O:13][C:23]3[CH:58]=[CH:57][C:26]([CH2:27][N:28]([CH2:49][C:50]([OH:52])=[O:51])[C:29](=[O:48])[C:30]4[CH:31]=[CH:32][C:33]([NH:36][C:37](=[O:47])[CH2:38][C:39]5[CH:44]=[CH:43][C:42]([O:45][CH3:46])=[CH:41][CH:40]=5)=[CH:34][CH:35]=4)=[CH:25][CH:24]=3)=[O:12])=[CH:14][CH:15]=2)[CH2:2][CH2:3][CH2:4][CH2:5][CH2:6]1. The yield is 0.440. (7) The catalyst is C1(C)C=CC=CC=1.CCOC(C)=O.C1C=CC([P]([Pd]([P](C2C=CC=CC=2)(C2C=CC=CC=2)C2C=CC=CC=2)([P](C2C=CC=CC=2)(C2C=CC=CC=2)C2C=CC=CC=2)[P](C2C=CC=CC=2)(C2C=CC=CC=2)C2C=CC=CC=2)(C2C=CC=CC=2)C2C=CC=CC=2)=CC=1. The yield is 0.710. The product is [S:34]1[CH:38]=[CH:37][C:36]([C:2]2[N:3]([CH2:7][C:8]3[CH:9]=[C:10]([C:14]4[CH:18]=[C:17]([CH2:19][CH:20]([CH3:22])[CH3:21])[S:16][C:15]=4[S:23]([NH:26][C:27]([CH3:30])([CH3:29])[CH3:28])(=[O:25])=[O:24])[CH:11]=[CH:12][CH:13]=3)[CH:4]=[CH:5][N:6]=2)=[CH:35]1. The reactants are Br[C:2]1[N:3]([CH2:7][C:8]2[CH:9]=[C:10]([C:14]3[CH:18]=[C:17]([CH2:19][CH:20]([CH3:22])[CH3:21])[S:16][C:15]=3[S:23]([NH:26][C:27]([CH3:30])([CH3:29])[CH3:28])(=[O:25])=[O:24])[CH:11]=[CH:12][CH:13]=2)[CH:4]=[CH:5][N:6]=1.C(O)C.[S:34]1[CH:38]=[CH:37][C:36](B(O)O)=[CH:35]1.[OH-].[Na+]. (8) The reactants are Cl.[C:2]([C:4]1[CH:5]=[C:6]([CH:9]=[C:10]([F:17])[C:11]=1[NH:12][S:13]([CH3:16])(=[O:15])=[O:14])[CH2:7][NH2:8])#[CH:3].CN1CCOCC1.[CH3:25][C:26]1[C:31]([CH:32]=[CH:33][C:34](O)=[O:35])=[CH:30][CH:29]=[C:28]([C:37]([F:40])([F:39])[F:38])[N:27]=1.O.[Cl-].COC1N=C(OC)N=C([N+]2(C)CCOCC2)N=1. The catalyst is C1COCC1. The product is [C:2]([C:4]1[CH:5]=[C:6]([CH:9]=[C:10]([F:17])[C:11]=1[NH:12][S:13]([CH3:16])(=[O:15])=[O:14])[CH2:7][NH:8][C:34](=[O:35])[CH:33]=[CH:32][C:31]1[C:26]([CH3:25])=[N:27][C:28]([C:37]([F:38])([F:39])[F:40])=[CH:29][CH:30]=1)#[CH:3]. The yield is 0.755. (9) The catalyst is C1COCC1. The reactants are [CH3:1][O:2][C:3]1[CH:4]=[C:5]2[C:10](=[CH:11][CH:12]=1)[N:9]=[CH:8][C:7]([CH:13]=[O:14])=[CH:6]2.[BH4-].[Na+]. The yield is 0.490. The product is [CH3:1][O:2][C:3]1[CH:4]=[C:5]2[C:10](=[CH:11][CH:12]=1)[N:9]=[CH:8][C:7]([CH2:13][OH:14])=[CH:6]2. (10) The reactants are [NH2:1][C:2]1[CH:7]=[CH:6][CH:5]=[CH:4][C:3]=1[S:8]([NH:11][CH:12]([CH3:14])[CH3:13])(=[O:10])=[O:9].[H-].[Na+].[Cl:17][C:18]1[N:23]=[C:22](Cl)[C:21]([Cl:25])=[CH:20][N:19]=1.O. The catalyst is CN1C(=O)N(C)CC1. The product is [Cl:17][C:18]1[N:23]=[C:22]([NH:1][C:2]2[CH:7]=[CH:6][CH:5]=[CH:4][C:3]=2[S:8]([NH:11][CH:12]([CH3:14])[CH3:13])(=[O:10])=[O:9])[C:21]([Cl:25])=[CH:20][N:19]=1. The yield is 0.380.